Dataset: Forward reaction prediction with 1.9M reactions from USPTO patents (1976-2016). Task: Predict the product of the given reaction. (1) Given the reactants [Cl:1][C:2]1[C:11]2[C:6](=[CH:7][CH:8]=[CH:9][CH:10]=2)[CH:5]=[CH:4][C:3]=1[O:12][CH2:13][C:14]([CH3:17])([NH2:16])[CH3:15].[Cl:18][C:19]1[O:23][C:22]([CH:24]=O)=[CH:21][CH:20]=1, predict the reaction product. The product is: [Cl:18][C:19]1[O:23][C:22]([CH2:24][NH:16][C:14]([CH3:17])([CH3:15])[CH2:13][O:12][C:3]2[CH:4]=[CH:5][C:6]3[C:11](=[CH:10][CH:9]=[CH:8][CH:7]=3)[C:2]=2[Cl:1])=[CH:21][CH:20]=1. (2) Given the reactants [CH3:1][C:2]1[S:6][C:5]([C:7]2[CH:12]=[CH:11][CH:10]=[CH:9][CH:8]=2)=[N:4][C:3]=1[CH2:13][O:14][C:15]1[CH:22]=[CH:21][C:18]([C:19]#N)=[CH:17][N:16]=1.C1(C)C=CC=CC=1.[H-].C([Al+]CC(C)C)C(C)C.[Cl-].[NH4+].C(OCC)(=[O:44])C, predict the reaction product. The product is: [CH3:1][C:2]1[S:6][C:5]([C:7]2[CH:12]=[CH:11][CH:10]=[CH:9][CH:8]=2)=[N:4][C:3]=1[CH2:13][O:14][C:15]1[CH:22]=[CH:21][C:18]([CH:19]=[O:44])=[CH:17][N:16]=1. (3) Given the reactants [Cl:1][C:2]1[CH:7]=[CH:6][C:5]([OH:8])=[CH:4][CH:3]=1.F[C:10]1[CH:17]=[CH:16][C:13]([CH:14]=[O:15])=[CH:12][CH:11]=1, predict the reaction product. The product is: [Cl:1][C:2]1[CH:7]=[CH:6][C:5]([O:8][C:10]2[CH:17]=[CH:16][C:13]([CH:14]=[O:15])=[CH:12][CH:11]=2)=[CH:4][CH:3]=1. (4) Given the reactants [Cl:1][C:2]1[C:11]2[C:10]([S:12](Cl)(=[O:14])=[O:13])=[CH:9][CH:8]=[CH:7][C:6]=2[CH:5]=[N:4][CH:3]=1.[C:16]([O:20][C:21]([NH:23][CH2:24][CH:25]1[CH2:30][CH2:29][NH:28][CH2:27][CH2:26]1)=[O:22])([CH3:19])([CH3:18])[CH3:17].BrC1C2C(S(Cl)(=O)=O)=CC=CC=2C=NC=1.C(OC(N[C@H]1CCNC1)=O)(C)(C)C, predict the reaction product. The product is: [C:16]([O:20][C:21]([NH:23][CH2:24][CH:25]1[CH2:26][CH2:27][N:28]([S:12]([C:10]2[C:11]3[C:2]([Cl:1])=[CH:3][N:4]=[CH:5][C:6]=3[CH:7]=[CH:8][CH:9]=2)(=[O:14])=[O:13])[CH2:29][CH2:30]1)=[O:22])([CH3:19])([CH3:17])[CH3:18]. (5) The product is: [F:15][C:16]1[CH:17]=[CH:18][C:19]([O:23][CH3:24])=[C:20]([NH:21][C:12](=[O:14])[CH2:11][CH2:10][CH2:9][S:8][C:5]2[CH:4]=[CH:3][C:2]([F:1])=[CH:7][CH:6]=2)[CH:22]=1.[F:15][C:16]1[CH:17]=[CH:18][C:19]([O:23][CH3:24])=[C:20]([N:21]([CH3:2])[C:36](=[O:37])[CH2:35][CH2:34][CH2:33][S:32][C:29]2[CH:30]=[CH:31][C:26]([F:25])=[CH:27][CH:28]=2)[CH:22]=1. Given the reactants [F:1][C:2]1[CH:7]=[CH:6][C:5]([S:8][CH2:9][CH2:10][CH2:11][C:12]([OH:14])=O)=[CH:4][CH:3]=1.[F:15][C:16]1[CH:17]=[CH:18][C:19]([O:23][CH3:24])=[C:20]([CH:22]=1)[NH2:21].[F:25][C:26]1[CH:31]=[CH:30][C:29]([S:32][CH2:33][CH2:34][CH2:35][C:36](NC2C3C(=CC=CC=3)C=CN=2)=[O:37])=[CH:28][CH:27]=1.[H-].[Na+].IC, predict the reaction product. (6) Given the reactants [NH2:1][C:2]1[CH:11]=[C:10]([O:12][CH2:13][C:14]2[CH:19]=[CH:18][CH:17]=[CH:16][CH:15]=2)[C:9]([O:20][CH3:21])=[CH:8][C:3]=1[C:4]([O:6][CH3:7])=[O:5].[CH3:22][N:23]([CH:25](OC)OC)[CH3:24], predict the reaction product. The product is: [CH2:13]([O:12][C:10]1[C:9]([O:20][CH3:21])=[CH:8][C:3]([C:4]([O:6][CH3:7])=[O:5])=[C:2]([N:1]=[CH:22][N:23]([CH3:25])[CH3:24])[CH:11]=1)[C:14]1[CH:15]=[CH:16][CH:17]=[CH:18][CH:19]=1. (7) Given the reactants [Cl:1][C:2]1[CH:7]=[C:6]([N:8]([CH2:10][C:11]2[S:12][C:13]([Cl:16])=[CH:14][CH:15]=2)[CH3:9])[CH:5]=[CH:4][C:3]=1[NH:17]C(=O)C(F)(F)F.C(=O)([O-])[O-].[K+].[K+], predict the reaction product. The product is: [Cl:1][C:2]1[CH:7]=[C:6]([N:8]([CH2:10][C:11]2[S:12][C:13]([Cl:16])=[CH:14][CH:15]=2)[CH3:9])[CH:5]=[CH:4][C:3]=1[NH2:17]. (8) Given the reactants [C:1]([C:3]1[CH:8]=[CH:7][C:6]([C:9]2[CH2:13][C:12]3([CH2:18][CH2:17][N:16]([C:19](=[O:25])[CH2:20][CH2:21][C:22]([OH:24])=[O:23])[CH2:15][CH2:14]3)[O:11][N:10]=2)=[CH:5][CH:4]=1)#[N:2].[ClH:26].[NH3:27].[CH2:28](O)[CH3:29], predict the reaction product. The product is: [ClH:26].[NH2:27][N:2]=[CH:1][C:3]1[CH:8]=[CH:7][C:6]([C:9]2[CH2:13][C:12]3([CH2:18][CH2:17][N:16]([C:19](=[O:25])[CH2:20][CH2:21][C:22]([O:24][CH2:28][CH3:29])=[O:23])[CH2:15][CH2:14]3)[O:11][N:10]=2)=[CH:5][CH:4]=1. (9) Given the reactants BrCC[C:4]1[CH:9]=[CH:8][CH:7]=[CH:6][C:5]=1[S:10]([OH:13])(=[O:12])=[O:11].[Br:14][CH2:15][CH2:16]C1C=C(S(O)(=O)=O)C=CC=1, predict the reaction product. The product is: [Br:14][CH2:15][CH2:16][C:8]1[CH:9]=[CH:4][C:5]([S:10]([OH:13])(=[O:12])=[O:11])=[CH:6][CH:7]=1.